Dataset: Catalyst prediction with 721,799 reactions and 888 catalyst types from USPTO. Task: Predict which catalyst facilitates the given reaction. (1) Reactant: [NH2:1][C:2]1[CH:10]=[CH:9][CH:8]=[C:7]([F:11])[C:3]=1[C:4]([OH:6])=O.O=S(Cl)Cl.[Cl:16][C:17]1[CH:23]=[CH:22][CH:21]=[CH:20][C:18]=1[NH2:19].C(Cl)(Cl)Cl. Product: [NH2:1][C:2]1[CH:10]=[CH:9][CH:8]=[C:7]([F:11])[C:3]=1[C:4]([NH:19][C:18]1[CH:20]=[CH:21][CH:22]=[CH:23][C:17]=1[Cl:16])=[O:6]. The catalyst class is: 48. (2) Reactant: [Br:1][C:2]1[CH:18]=[CH:17][C:5]2[C:6]3[N:7]([CH:11]=[C:12]([C:14]([OH:16])=O)[N:13]=3)[CH2:8][CH2:9][O:10][C:4]=2[CH:3]=1.[C:19]([NH:26][C:27]([S:29][CH3:30])=[NH:28])([O:21][C:22]([CH3:25])([CH3:24])[CH3:23])=[O:20].CN(C(ON1N=NC2C=CC=NC1=2)=[N+](C)C)C.F[P-](F)(F)(F)(F)F.CCN(C(C)C)C(C)C. Product: [Br:1][C:2]1[CH:18]=[CH:17][C:5]2[C:6]3[N:7]([CH:11]=[C:12]([C:14]([N:28]=[C:27]([S:29][CH3:30])[NH:26][C:19]([O:21][C:22]([CH3:23])([CH3:24])[CH3:25])=[O:20])=[O:16])[N:13]=3)[CH2:8][CH2:9][O:10][C:4]=2[CH:3]=1. The catalyst class is: 2.